Dataset: Full USPTO retrosynthesis dataset with 1.9M reactions from patents (1976-2016). Task: Predict the reactants needed to synthesize the given product. (1) Given the product [N:1]1[C:10]2[C:5](=[CH:6][CH:7]=[C:8]([C:11]3[CH:21]=[C:15]([C:16]([OH:18])=[O:17])[CH:14]=[C:13]([CH:12]=3)[C:22]([OH:24])=[O:23])[N:9]=2)[CH:4]=[CH:3][C:2]=1[C:27]1[CH:37]=[C:31]([C:32]([OH:34])=[O:33])[CH:30]=[C:29]([CH:28]=1)[C:38]([OH:40])=[O:39], predict the reactants needed to synthesize it. The reactants are: [N:1]1[C:10]2[C:5](=[CH:6][CH:7]=[C:8]([C:11]3[CH:12]=[C:13]([C:22]([O:24]CC)=[O:23])[CH:14]=[C:15]([CH:21]=3)[C:16]([O:18]CC)=[O:17])[N:9]=2)[CH:4]=[CH:3][C:2]=1[C:27]1[CH:28]=[C:29]([C:38]([O:40]CC)=[O:39])[CH:30]=[C:31]([CH:37]=1)[C:32]([O:34]CC)=[O:33]. (2) Given the product [CH3:1][N:2]1[C:6]([CH3:7])=[C:5]([NH:8][C:9]2[N:14]=[CH:13][N:12]=[C:11]([C:15]3[CH:16]=[CH:17][C:18]([O:23][C@H:24]4[CH2:29][CH2:28][N:27]([C:31](=[O:35])[C@@H:32]([OH:33])[CH3:34])[CH2:26][C@H:25]4[F:30])=[C:19]([CH:22]=3)[C:20]#[N:21])[N:10]=2)[CH:4]=[N:3]1, predict the reactants needed to synthesize it. The reactants are: [CH3:1][N:2]1[C:6]([CH3:7])=[C:5]([NH:8][C:9]2[N:14]=[CH:13][N:12]=[C:11]([C:15]3[CH:16]=[CH:17][C:18]([O:23][C@H:24]4[CH2:29][CH2:28][NH:27][CH2:26][C@H:25]4[F:30])=[C:19]([CH:22]=3)[C:20]#[N:21])[N:10]=2)[CH:4]=[N:3]1.[C:31](O)(=[O:35])[C@H:32]([CH3:34])[OH:33].C(N(CC)C(C)C)(C)C.CN(C(ON1N=NC2C=CC=NC1=2)=[N+](C)C)C.F[P-](F)(F)(F)(F)F.